This data is from Peptide-MHC class I binding affinity with 185,985 pairs from IEDB/IMGT. The task is: Regression. Given a peptide amino acid sequence and an MHC pseudo amino acid sequence, predict their binding affinity value. This is MHC class I binding data. (1) The peptide sequence is RWRGWYTY. The MHC is Mamu-B08 with pseudo-sequence Mamu-B08. The binding affinity (normalized) is 0.116. (2) The peptide sequence is LAYEHDVPI. The MHC is HLA-A23:01 with pseudo-sequence HLA-A23:01. The binding affinity (normalized) is 0.0847.